From a dataset of CYP2C9 inhibition data for predicting drug metabolism from PubChem BioAssay. Regression/Classification. Given a drug SMILES string, predict its absorption, distribution, metabolism, or excretion properties. Task type varies by dataset: regression for continuous measurements (e.g., permeability, clearance, half-life) or binary classification for categorical outcomes (e.g., BBB penetration, CYP inhibition). Dataset: cyp2c9_veith. (1) The compound is FC(F)(F)c1cc(CO[C@@H]2CCCN[C@H]2c2ccccc2)cc(C(F)(F)F)c1. The result is 0 (non-inhibitor). (2) The compound is COC(=O)[C@@H]1C[C@H]1[C@@H](NC(C)=O)c1ccccc1. The result is 0 (non-inhibitor). (3) The drug is Nc1nc(C(=O)O)c(N=Nc2ccccc2)c(=O)[nH]1. The result is 0 (non-inhibitor). (4) The compound is COc1ccc(/C=N/NC(=S)NC2CCS(=O)(=O)C2)cc1OC. The result is 0 (non-inhibitor). (5) The compound is Cc1ccc(-c2csc(Cc3nc(-c4cc5ccccc5oc4=O)cs3)n2)cc1. The result is 1 (inhibitor). (6) The molecule is Cn1c(=O)c(-c2ccc(F)cc2)nc2cnc(Nc3ccccc3)nc21. The result is 0 (non-inhibitor). (7) The drug is Cc1ccc(S(=O)(=O)NNc2ccccc2)cc1. The result is 1 (inhibitor). (8) The compound is Cc1cc[n+](CC(=O)Nc2cc(C(F)(F)F)ccc2Cl)cc1.[Cl-]. The result is 0 (non-inhibitor).